This data is from Full USPTO retrosynthesis dataset with 1.9M reactions from patents (1976-2016). The task is: Predict the reactants needed to synthesize the given product. Given the product [C:12]([O:16][C:17](=[O:18])[NH:1][C@@H:2]1[C:10]2[C:5](=[CH:6][CH:7]=[CH:8][CH:9]=2)[CH2:4][C@@H:3]1[OH:11])([CH3:15])([CH3:14])[CH3:13], predict the reactants needed to synthesize it. The reactants are: [NH2:1][C@@H:2]1[C:10]2[C:5](=[CH:6][CH:7]=[CH:8][CH:9]=2)[CH2:4][C@@H:3]1[OH:11].[C:12]([O:16][C:17](O[C:17]([O:16][C:12]([CH3:15])([CH3:14])[CH3:13])=[O:18])=[O:18])([CH3:15])([CH3:14])[CH3:13].